Dataset: Reaction yield outcomes from USPTO patents with 853,638 reactions. Task: Predict the reaction yield, written as a fraction of the theoretical maximum amount of product (1.0 means a 100% yield; for example, 0.34 means a 34% yield). The reactants are [H-].[Al+3].[Li+].[H-].[H-].[H-].C([O:9][C:10](=O)[CH:11]([C:42](OCC)=[O:43])[CH2:12][C:13]1[CH:14]=[C:15]2[C:21]3([CH2:25][CH2:24][N:23]([C:26]([O:28][C:29]([CH3:32])([CH3:31])[CH3:30])=[O:27])[CH2:22]3)[CH2:20][N:19]([C:33]([O:35][CH2:36][CH2:37][Si:38]([CH3:41])([CH3:40])[CH3:39])=[O:34])[C:16]2=[CH:17][CH:18]=1)C.S([O-])([O-])(=O)=O.[Na+].[Na+]. The catalyst is C(OCC)C. The product is [OH:43][CH2:42][CH:11]([CH2:10][OH:9])[CH2:12][C:13]1[CH:14]=[C:15]2[C:21]3([CH2:25][CH2:24][N:23]([C:26]([O:28][C:29]([CH3:31])([CH3:32])[CH3:30])=[O:27])[CH2:22]3)[CH2:20][N:19]([C:33]([O:35][CH2:36][CH2:37][Si:38]([CH3:40])([CH3:39])[CH3:41])=[O:34])[C:16]2=[CH:17][CH:18]=1. The yield is 0.230.